From a dataset of NCI-60 drug combinations with 297,098 pairs across 59 cell lines. Regression. Given two drug SMILES strings and cell line genomic features, predict the synergy score measuring deviation from expected non-interaction effect. (1) Drug 1: CC1C(C(CC(O1)OC2CC(CC3=C2C(=C4C(=C3O)C(=O)C5=C(C4=O)C(=CC=C5)OC)O)(C(=O)CO)O)N)O.Cl. Drug 2: C1CCC(C(C1)N)N.C(=O)(C(=O)[O-])[O-].[Pt+4]. Cell line: SNB-75. Synergy scores: CSS=2.15, Synergy_ZIP=1.10, Synergy_Bliss=2.89, Synergy_Loewe=2.58, Synergy_HSA=2.82. (2) Drug 1: CC1=CC2C(CCC3(C2CCC3(C(=O)C)OC(=O)C)C)C4(C1=CC(=O)CC4)C. Drug 2: CCCCCOC(=O)NC1=NC(=O)N(C=C1F)C2C(C(C(O2)C)O)O. Cell line: T-47D. Synergy scores: CSS=15.9, Synergy_ZIP=-1.64, Synergy_Bliss=2.69, Synergy_Loewe=1.36, Synergy_HSA=2.73.